This data is from Cav3 T-type calcium channel HTS with 100,875 compounds. The task is: Binary Classification. Given a drug SMILES string, predict its activity (active/inactive) in a high-throughput screening assay against a specified biological target. (1) The drug is O1c2c(C(c3cc(OC)c(OC)c(OC)c3)C(=C1N)C#N)ccc(N)c2. The result is 0 (inactive). (2) The compound is n1(nnnc1C(N1CCc2c(C1)cccc2)c1ccc(N(C)C)cc1)C(C)(C)C. The result is 0 (inactive). (3) The compound is S(CC(=O)Nc1ccc(Oc2ccccc2)cc1)c1n(ccn1)C. The result is 0 (inactive). (4) The drug is O(c1ccc(NC(=O)Nc2ccc(N(C)C)cc2)cc1)C. The result is 0 (inactive).